Dataset: Reaction yield outcomes from USPTO patents with 853,638 reactions. Task: Predict the reaction yield, written as a fraction of the theoretical maximum amount of product (1.0 means a 100% yield; for example, 0.34 means a 34% yield). The reactants are Cl[C:2]1[N:7]=[CH:6][N:5]=[C:4]([NH:8][C:9]2[CH:14]=[CH:13][CH:12]=[C:11]([NH2:15])[N:10]=2)[CH:3]=1.[NH2:16][C:17]1[CH:22]=[CH:21][CH:20]=[CH:19][CH:18]=1. The catalyst is CCCCO.CO. The product is [NH2:15][C:11]1[N:10]=[C:9]([NH:8][C:4]2[CH:3]=[C:2]([NH:16][C:17]3[CH:22]=[CH:21][CH:20]=[CH:19][CH:18]=3)[N:7]=[CH:6][N:5]=2)[CH:14]=[CH:13][CH:12]=1. The yield is 0.830.